This data is from NCI-60 drug combinations with 297,098 pairs across 59 cell lines. The task is: Regression. Given two drug SMILES strings and cell line genomic features, predict the synergy score measuring deviation from expected non-interaction effect. Drug 2: CCC1(CC2CC(C3=C(CCN(C2)C1)C4=CC=CC=C4N3)(C5=C(C=C6C(=C5)C78CCN9C7C(C=CC9)(C(C(C8N6C)(C(=O)OC)O)OC(=O)C)CC)OC)C(=O)OC)O.OS(=O)(=O)O. Drug 1: C1=CC(=CC=C1C#N)C(C2=CC=C(C=C2)C#N)N3C=NC=N3. Cell line: DU-145. Synergy scores: CSS=-0.672, Synergy_ZIP=-0.543, Synergy_Bliss=-3.95, Synergy_Loewe=-2.36, Synergy_HSA=-5.36.